Dataset: Full USPTO retrosynthesis dataset with 1.9M reactions from patents (1976-2016). Task: Predict the reactants needed to synthesize the given product. (1) Given the product [Cl:1][C:2]1[CH:3]=[C:4]([C:9]([C:12]2[C:17]([CH:18]([CH3:20])[CH3:19])=[C:16]([O:21][CH3:22])[N:15]=[C:14]([O:23][CH3:24])[N:13]=2)=[O:31])[CH:5]=[C:6]([Cl:8])[CH:7]=1, predict the reactants needed to synthesize it. The reactants are: [Cl:1][C:2]1[CH:3]=[C:4]([CH:9]([C:12]2[C:17]([CH:18]([CH3:20])[CH3:19])=[C:16]([O:21][CH3:22])[N:15]=[C:14]([O:23][CH3:24])[N:13]=2)C#N)[CH:5]=[C:6]([Cl:8])[CH:7]=1.[H-].[Na+].CN(C=[O:31])C. (2) Given the product [CH3:37][N:36]([CH3:38])[CH2:35][CH2:34][O:31][C:28]1[CH:29]=[CH:30][C:25]([C:14]2[C:13]3[C:17](=[CH:18][C:10]([C:6]4[CH:7]=[CH:8][CH:9]=[C:4]([N+:1]([O-:3])=[O:2])[CH:5]=4)=[CH:11][CH:12]=3)[N:16]([C:19]3[CH:20]=[CH:21][N:22]=[CH:23][CH:24]=3)[CH:15]=2)=[CH:26][CH:27]=1, predict the reactants needed to synthesize it. The reactants are: [N+:1]([C:4]1[CH:5]=[C:6]([C:10]2[CH:18]=[C:17]3[C:13]([C:14]([C:25]4[CH:30]=[CH:29][C:28]([OH:31])=[CH:27][CH:26]=4)=[CH:15][N:16]3[C:19]3[CH:24]=[CH:23][N:22]=[CH:21][CH:20]=3)=[CH:12][CH:11]=2)[CH:7]=[CH:8][CH:9]=1)([O-:3])=[O:2].Cl.Cl[CH2:34][CH2:35][N:36]([CH3:38])[CH3:37].C(=O)([O-])[O-].[Cs+].[Cs+]. (3) Given the product [CH3:1][C@H:2]1[CH2:7][N:6]2[N:8]=[CH:9][C:10]([N:11]3[C:18](=[O:19])[CH2:17][C:13]4([CH2:16][N:15]([C:39]([O:40][CH3:41])=[O:42])[CH2:14]4)[CH2:12]3)=[C:5]2[CH2:4][N:3]1[C:20](=[O:21])[NH:22][C:23]1[CH:28]=[C:27]([F:29])[C:26]([F:30])=[C:25]([F:31])[CH:24]=1, predict the reactants needed to synthesize it. The reactants are: [CH3:1][C@H:2]1[CH2:7][N:6]2[N:8]=[CH:9][C:10]([N:11]3[C:18](=[O:19])[CH2:17][C:13]4([CH2:16][NH:15][CH2:14]4)[CH2:12]3)=[C:5]2[CH2:4][N:3]1[C:20]([NH:22][C:23]1[CH:28]=[C:27]([F:29])[C:26]([F:30])=[C:25]([F:31])[CH:24]=1)=[O:21].CCN(CC)CC.[C:39](Cl)(=[O:42])[O:40][CH3:41]. (4) Given the product [N:14]([CH2:2][CH2:3][CH2:4][O:5][C:6]1[CH:11]=[CH:10][C:9]([Cl:12])=[CH:8][C:7]=1[Cl:13])=[N+:15]=[N-:16], predict the reactants needed to synthesize it. The reactants are: Br[CH2:2][CH2:3][CH2:4][O:5][C:6]1[CH:11]=[CH:10][C:9]([Cl:12])=[CH:8][C:7]=1[Cl:13].[N-:14]=[N+:15]=[N-:16].[Na+]. (5) Given the product [CH:2]1([CH2:5][O:6][C:7]2[CH:12]=[CH:11][C:10]([CH3:13])=[CH:9][C:8]=2[C:14]2[C:15]3[NH:22][C:21]([CH3:23])=[C:20]([C:24]([NH:26][CH:27]4[CH2:28][CH2:29][N:30]([C:38](=[O:39])[C@@H:37]([OH:36])[CH3:41])[CH2:31][CH2:32]4)=[O:25])[C:16]=3[N:17]=[CH:18][N:19]=2)[CH2:4][CH2:3]1, predict the reactants needed to synthesize it. The reactants are: Cl.[CH:2]1([CH2:5][O:6][C:7]2[CH:12]=[CH:11][C:10]([CH3:13])=[CH:9][C:8]=2[C:14]2[C:15]3[NH:22][C:21]([CH3:23])=[C:20]([C:24]([NH:26][CH:27]4[CH2:32][CH2:31][NH:30][CH2:29][CH2:28]4)=[O:25])[C:16]=3[N:17]=[CH:18][N:19]=2)[CH2:4][CH2:3]1.C([O:36][C@@H:37]([CH3:41])[C:38](Cl)=[O:39])(=O)C. (6) Given the product [Br:13][C:14]1[CH:22]=[CH:21][C:17]([C:18]([O:20][CH3:2])=[O:19])=[C:16]([N+:23]([O-:25])=[O:24])[CH:15]=1, predict the reactants needed to synthesize it. The reactants are: N[C:2]1C=C(Br)C=CC=1C(OC)=O.[Br:13][C:14]1[CH:22]=[CH:21][C:17]([C:18]([OH:20])=[O:19])=[C:16]([N+:23]([O-:25])=[O:24])[CH:15]=1.N1(C2CCCCCCCCCC2)CCCNCCCCCC1.CI. (7) The reactants are: [C:1]([OH:8])(=O)[CH2:2][CH2:3][C:4]([OH:6])=[O:5].[C:9]([N:26](C)[CH2:27][CH2:28][NH2:29])(OCC1C2C(=CC=CC=2)C2C1=CC=CC=2)=O. Given the product [CH3:9][NH:26][CH2:27][CH2:28][NH:29][C:1](=[O:8])[CH2:2][CH2:3][C:4]([OH:6])=[O:5], predict the reactants needed to synthesize it. (8) Given the product [CH:1]1([CH:6]([C:11]2[CH:16]=[CH:15][C:14]([C:17]([F:18])([F:19])[F:20])=[CH:13][CH:12]=2)[C:7]([OH:9])=[O:8])[CH2:5][CH2:4][CH2:3][CH2:2]1, predict the reactants needed to synthesize it. The reactants are: [CH:1]1([CH:6]([C:11]2[CH:16]=[CH:15][C:14]([C:17]([F:20])([F:19])[F:18])=[CH:13][CH:12]=2)[C:7]([O:9]C)=[O:8])[CH2:5][CH2:4][CH2:3][CH2:2]1.C1COCC1.[OH-].[Li+].Cl. (9) Given the product [CH3:21][C:20]1[C:15]([CH2:14][O:13][C:10]2[CH:9]=[CH:8][C:7]([C:6]([OH:24])=[O:5])=[CH:12][CH:11]=2)=[N:16][C:17]([CH3:23])=[C:18]([CH3:22])[N:19]=1, predict the reactants needed to synthesize it. The reactants are: [OH-].[Na+].C([O:5][C:6](=[O:24])[C:7]1[CH:12]=[CH:11][C:10]([O:13][CH2:14][C:15]2[C:20]([CH3:21])=[N:19][C:18]([CH3:22])=[C:17]([CH3:23])[N:16]=2)=[CH:9][CH:8]=1)C. (10) Given the product [CH3:23][C:12]1[O:13][C:14]2[CH2:15][CH2:16][C:17]3[CH:22]=[CH:21][CH:20]=[CH:19][C:18]=3[CH:9]([O:8][CH2:7][CH2:6][OH:5])[C:10]=2[N:11]=1, predict the reactants needed to synthesize it. The reactants are: C([O:5][C:6](=O)[CH2:7][O:8][CH:9]1[C:18]2[CH:19]=[CH:20][CH:21]=[CH:22][C:17]=2[CH2:16][CH2:15][C:14]2[O:13][C:12]([CH3:23])=[N:11][C:10]1=2)(C)(C)C.[H-].[Al+3].[Li+].[H-].[H-].[H-].